Task: Predict the reactants needed to synthesize the given product.. Dataset: Full USPTO retrosynthesis dataset with 1.9M reactions from patents (1976-2016) (1) Given the product [CH2:56]([NH:55][C:54](=[O:58])[C@@H:46]1[C:47]([CH3:53])([CH3:52])[C:48]([F:51])([F:50])[CH2:49][N:45]1[C:43](=[O:44])[C@@H:19]([OH:18])[C@@H:20]([NH:28][C:29](=[O:30])[C:31]1[CH:36]=[C:35]([CH3:37])[CH:34]=[C:33]([OH:38])[C:32]=1[CH3:42])[CH2:21][C:22]1[CH:27]=[CH:26][CH:25]=[CH:24][CH:23]=1)[CH3:57], predict the reactants needed to synthesize it. The reactants are: CO.C([O-])([O-])=O.[K+].[K+].C(OC)(C)(C)C.C([O:18][C@H:19]([C:43]([N:45]1[CH2:49][C:48]([F:51])([F:50])[C:47]([CH3:53])([CH3:52])[C@H:46]1[C:54](=[O:58])[NH:55][CH2:56][CH3:57])=[O:44])[C@@H:20]([NH:28][C:29]([C:31]1[C:32]([CH3:42])=[C:33]([O:38]C(=O)C)[CH:34]=[C:35]([CH3:37])[CH:36]=1)=[O:30])[CH2:21][C:22]1[CH:27]=[CH:26][CH:25]=[CH:24][CH:23]=1)(=O)C. (2) Given the product [CH2:11]([O:18][C:19]1[CH:28]=[CH:27][CH:26]=[C:25]2[C:20]=1[CH2:21][CH2:22][CH2:23][CH:24]2[C:29]([N:31]([CH2:9][C:5]1[S:4][C:3]([CH2:1][CH3:2])=[N:7][C:6]=1[CH3:8])[C:32]1[CH:33]=[N:34][C:35]([CH:38]([CH3:40])[CH3:39])=[CH:36][CH:37]=1)=[O:30])[C:12]1[CH:17]=[CH:16][CH:15]=[CH:14][CH:13]=1, predict the reactants needed to synthesize it. The reactants are: [CH2:1]([C:3]1[S:4][C:5]([CH2:9]O)=[C:6]([CH3:8])[N:7]=1)[CH3:2].[CH2:11]([O:18][C:19]1[CH:28]=[CH:27][CH:26]=[C:25]2[C:20]=1[CH2:21][CH2:22][CH2:23][CH:24]2[C:29]([NH:31][C:32]1[CH:33]=[N:34][C:35]([CH:38]([CH3:40])[CH3:39])=[CH:36][CH:37]=1)=[O:30])[C:12]1[CH:17]=[CH:16][CH:15]=[CH:14][CH:13]=1. (3) Given the product [CH3:12][N:9]1[CH2:8][CH2:7][O:6][C:5]2[C:4]([N:13]3[CH2:18][CH2:17][O:16][CH2:15][CH2:14]3)=[N:3][C:2]([C:27]3[CH:28]=[N:29][C:30]([NH2:33])=[N:31][CH:32]=3)=[N:11][C:10]1=2, predict the reactants needed to synthesize it. The reactants are: Cl[C:2]1[N:3]=[C:4]([N:13]2[CH2:18][CH2:17][O:16][CH2:15][CH2:14]2)[C:5]2[O:6][CH2:7][CH2:8][N:9]([CH3:12])[C:10]=2[N:11]=1.CC1(C)C(C)(C)OB([C:27]2[CH:28]=[N:29][C:30]([NH2:33])=[N:31][CH:32]=2)O1.C(Cl)Cl.C(=O)([O-])[O-].[Cs+].[Cs+]. (4) Given the product [Br:1][C:2]1[CH:3]=[C:4]([CH2:10][C@@H:11]([OH:16])[C:12]([O:14][CH3:15])=[O:13])[CH:5]=[C:6]([Br:9])[C:7]=1[O:8][CH2:18][O:19][CH2:20][CH2:21][Si:22]([CH3:25])([CH3:24])[CH3:23], predict the reactants needed to synthesize it. The reactants are: [Br:1][C:2]1[CH:3]=[C:4]([CH2:10][C@@H:11]([OH:16])[C:12]([O:14][CH3:15])=[O:13])[CH:5]=[C:6]([Br:9])[C:7]=1[OH:8].Cl[CH2:18][O:19][CH2:20][CH2:21][Si:22]([CH3:25])([CH3:24])[CH3:23].